Task: Regression. Given two drug SMILES strings and cell line genomic features, predict the synergy score measuring deviation from expected non-interaction effect.. Dataset: NCI-60 drug combinations with 297,098 pairs across 59 cell lines (1) Drug 1: CC(C1=C(C=CC(=C1Cl)F)Cl)OC2=C(N=CC(=C2)C3=CN(N=C3)C4CCNCC4)N. Drug 2: CS(=O)(=O)OCCCCOS(=O)(=O)C. Cell line: OVCAR3. Synergy scores: CSS=-5.73, Synergy_ZIP=0.714, Synergy_Bliss=-4.11, Synergy_Loewe=-7.03, Synergy_HSA=-7.12. (2) Drug 1: CC(C1=C(C=CC(=C1Cl)F)Cl)OC2=C(N=CC(=C2)C3=CN(N=C3)C4CCNCC4)N. Drug 2: C(=O)(N)NO. Cell line: OVCAR-4. Synergy scores: CSS=-0.353, Synergy_ZIP=1.62, Synergy_Bliss=-0.102, Synergy_Loewe=-0.826, Synergy_HSA=-2.26. (3) Drug 1: C1=NC2=C(N1)C(=S)N=CN2. Drug 2: COCCOC1=C(C=C2C(=C1)C(=NC=N2)NC3=CC=CC(=C3)C#C)OCCOC.Cl. Cell line: DU-145. Synergy scores: CSS=29.7, Synergy_ZIP=1.68, Synergy_Bliss=2.70, Synergy_Loewe=-16.7, Synergy_HSA=3.16. (4) Drug 1: C1=CC(=CC=C1CC(C(=O)O)N)N(CCCl)CCCl.Cl. Drug 2: CC1C(C(=O)NC(C(=O)N2CCCC2C(=O)N(CC(=O)N(C(C(=O)O1)C(C)C)C)C)C(C)C)NC(=O)C3=C4C(=C(C=C3)C)OC5=C(C(=O)C(=C(C5=N4)C(=O)NC6C(OC(=O)C(N(C(=O)CN(C(=O)C7CCCN7C(=O)C(NC6=O)C(C)C)C)C)C(C)C)C)N)C. Cell line: SF-295. Synergy scores: CSS=17.3, Synergy_ZIP=0.123, Synergy_Bliss=5.04, Synergy_Loewe=5.32, Synergy_HSA=5.41. (5) Drug 1: CN1C2=C(C=C(C=C2)N(CCCl)CCCl)N=C1CCCC(=O)O.Cl. Drug 2: CC12CCC3C(C1CCC2OP(=O)(O)O)CCC4=C3C=CC(=C4)OC(=O)N(CCCl)CCCl.[Na+]. Cell line: NCI-H226. Synergy scores: CSS=11.3, Synergy_ZIP=-5.47, Synergy_Bliss=-6.89, Synergy_Loewe=-13.8, Synergy_HSA=-6.64. (6) Drug 1: COC1=C(C=C2C(=C1)N=CN=C2NC3=CC(=C(C=C3)F)Cl)OCCCN4CCOCC4. Drug 2: C1=CC=C(C=C1)NC(=O)CCCCCCC(=O)NO. Cell line: OVCAR3. Synergy scores: CSS=27.1, Synergy_ZIP=-4.01, Synergy_Bliss=-2.79, Synergy_Loewe=-0.416, Synergy_HSA=0.413. (7) Drug 1: C1CC(=O)NC(=O)C1N2CC3=C(C2=O)C=CC=C3N. Drug 2: C1=NC2=C(N1)C(=S)N=CN2. Cell line: T-47D. Synergy scores: CSS=0.252, Synergy_ZIP=-1.95, Synergy_Bliss=-3.44, Synergy_Loewe=-3.21, Synergy_HSA=-3.10. (8) Drug 1: C1=C(C(=O)NC(=O)N1)F. Drug 2: C1C(C(OC1N2C=C(C(=O)NC2=O)F)CO)O. Cell line: BT-549. Synergy scores: CSS=34.1, Synergy_ZIP=-16.4, Synergy_Bliss=-20.0, Synergy_Loewe=-7.11, Synergy_HSA=-6.57.